This data is from Reaction yield outcomes from USPTO patents with 853,638 reactions. The task is: Predict the reaction yield, written as a fraction of the theoretical maximum amount of product (1.0 means a 100% yield; for example, 0.34 means a 34% yield). (1) The reactants are [N:1]1([C:7]([O:9][C:10]([CH3:13])([CH3:12])[CH3:11])=[O:8])[CH2:6][CH2:5][NH:4][CH2:3][CH2:2]1.C(N(CC)C(C)C)(C)C.NC1C=C([C:30]2[CH:35]=[CH:34][C:33]([C:36](O)=[O:37])=[CH:32][CH:31]=2)C=CC=1.F[P-](F)(F)(F)(F)F.[N:46]1(O[P+](N(C)C)(N(C)C)N(C)C)[C:50]2[CH:51]=[CH:52][CH:53]=[CH:54][C:49]=2N=N1. The catalyst is CN(C=O)C. The product is [NH2:46][C:50]1[CH:51]=[C:52]([C:32]2[C:33]([C:36]([N:4]3[CH2:5][CH2:6][N:1]([C:7]([O:9][C:10]([CH3:13])([CH3:12])[CH3:11])=[O:8])[CH2:2][CH2:3]3)=[O:37])=[CH:34][CH:35]=[CH:30][CH:31]=2)[CH:53]=[CH:54][CH:49]=1. The yield is 0.790. (2) The reactants are C(O)(=O)C.FC(F)(F)OC1C=CC([N:14]2[CH2:18][CH2:17][C:16]3([CH2:23][CH2:22][NH:21][CH2:20][CH2:19]3)[C:15]2=[O:24])=CC=1.CN1C(C)=C(S(Cl)(=O)=O)C(C)=N1. The catalyst is N1C=CC=CC=1. The product is [C:15]1(=[O:24])[C:16]2([CH2:23][CH2:22][NH:21][CH2:20][CH2:19]2)[CH2:17][CH2:18][NH:14]1. The yield is 0.310.